From a dataset of Full USPTO retrosynthesis dataset with 1.9M reactions from patents (1976-2016). Predict the reactants needed to synthesize the given product. (1) Given the product [C:1]([CH2:3][NH:4][C:5](=[O:34])[C@@H:6]([O:11][C@H:12]([C:28]1[CH:29]=[CH:30][CH:31]=[CH:32][CH:33]=1)[C:13]1[CH:14]=[CH:15][C:16]([C:36]2[CH:41]=[CH:40][C:39]([C:42]3[CH:47]=[CH:46][N:45]=[CH:44][CH:43]=3)=[CH:38][CH:37]=2)=[CH:17][CH:18]=1)[CH2:7][CH:8]([CH3:10])[CH3:9])#[N:2], predict the reactants needed to synthesize it. The reactants are: [C:1]([CH2:3][NH:4][C:5](=[O:34])[C@@H:6]([O:11][C@H:12]([C:28]1[CH:33]=[CH:32][CH:31]=[CH:30][CH:29]=1)[C:13]1[CH:18]=[CH:17][C:16](B2OC(C)(C)C(C)(C)O2)=[CH:15][CH:14]=1)[CH2:7][CH:8]([CH3:10])[CH3:9])#[N:2].Br[C:36]1[CH:41]=[CH:40][C:39]([C:42]2[CH:47]=[CH:46][N:45]=[CH:44][CH:43]=2)=[CH:38][CH:37]=1.C([O-])([O-])=O.[K+].[K+].C([O-])(O)=O.[Na+]. (2) Given the product [CH:23]([O:22][C:19]1[CH:20]=[CH:21][C:16]([C:15]([N:12]2[CH2:13][CH2:14][C:9]3([CH2:8][CH:7]([CH2:6][S:38][CH3:37])[C:35]4[C:30](=[CH:31][CH:32]=[CH:33][CH:34]=4)[O:29]3)[CH2:10][CH2:11]2)=[O:28])=[CH:17][C:18]=1[O:26][CH3:27])([CH3:24])[CH3:25], predict the reactants needed to synthesize it. The reactants are: CS(O[CH2:6][CH:7]1[C:35]2[C:30](=[CH:31][CH:32]=[CH:33][CH:34]=2)[O:29][C:9]2([CH2:14][CH2:13][N:12]([C:15](=[O:28])[C:16]3[CH:21]=[CH:20][C:19]([O:22][CH:23]([CH3:25])[CH3:24])=[C:18]([O:26][CH3:27])[CH:17]=3)[CH2:11][CH2:10]2)[CH2:8]1)(=O)=O.C(S)[CH2:37][S:38]([O-])(=O)=O.[Na+].O. (3) Given the product [CH:3]1[C:4]2[CH2:5][CH2:6][CH2:7][CH2:8][C:9]=2[CH:10]=[CH:11][C:2]=1[B:17]([OH:22])[OH:18], predict the reactants needed to synthesize it. The reactants are: Br[C:2]1[CH:3]=[C:4]2[C:9](=[CH:10][CH:11]=1)[CH2:8][CH2:7][CH2:6][CH2:5]2.C([Li])CCC.[B:17](OC(C)C)([O:22]C(C)C)[O:18]C(C)C.[Cl-].[NH4+]. (4) Given the product [C:31]([NH:30][C@@H:27]1[CH2:28][CH2:29][N:25]([C:2]2[N:7]3[N:8]=[CH:9][CH:10]=[C:6]3[N:5]=[C:4]([NH:12][C:13](=[O:24])[C:14]3[CH:19]=[CH:18][C:17]([C:20]([OH:23])([CH3:21])[CH3:22])=[CH:16][CH:15]=3)[CH:3]=2)[CH2:26]1)(=[O:33])[CH3:32], predict the reactants needed to synthesize it. The reactants are: Cl[C:2]1[N:7]2[N:8]=[C:9](C)[CH:10]=[C:6]2[N:5]=[C:4]([NH:12][C:13](=[O:24])[C:14]2[CH:19]=[CH:18][C:17]([C:20]([OH:23])([CH3:22])[CH3:21])=[CH:16][CH:15]=2)[CH:3]=1.[NH:25]1[CH2:29][CH2:28][C@@H:27]([NH:30][C:31](=[O:33])[CH3:32])[CH2:26]1. (5) Given the product [Cl:10][C:11]1[C:12]([CH3:27])=[C:13]([C:18]([N:20]2[CH2:25][CH2:24][N:23]3[C:33]([C:29]4[S:28][CH:32]=[CH:31][N:30]=4)=[N:35][N:36]=[C:22]3[CH2:21]2)=[O:19])[CH:14]=[CH:15][C:16]=1[F:17], predict the reactants needed to synthesize it. The reactants are: F[B-](F)(F)F.C[O+](C)C.[Cl:10][C:11]1[C:12]([CH3:27])=[C:13]([C:18]([N:20]2[CH2:25][CH2:24][NH:23][C:22](=O)[CH2:21]2)=[O:19])[CH:14]=[CH:15][C:16]=1[F:17].[S:28]1[CH:32]=[CH:31][N:30]=[C:29]1[C:33]([NH:35][NH2:36])=O.C(O)CCC. (6) Given the product [Cl:1][C:2]1[CH:3]=[C:4]([C@@H:14]([NH:21][C:22](=[O:42])[CH2:23][NH:24][C:25](=[O:41])[C:26]2[CH:31]=[C:30]([NH:32][C:33]3[NH:38][CH2:37][CH:36]([OH:39])[CH2:35][N:34]=3)[CH:29]=[C:28]([OH:40])[CH:27]=2)[CH2:15][C:16]([OH:18])=[O:17])[CH:5]=[C:6]([C:8]2([C:12]#[N:13])[CH2:11][CH2:10][CH2:9]2)[CH:7]=1, predict the reactants needed to synthesize it. The reactants are: [Cl:1][C:2]1[CH:3]=[C:4]([C@@H:14]([NH:21][C:22](=[O:42])[CH2:23][NH:24][C:25](=[O:41])[C:26]2[CH:31]=[C:30]([NH:32][C:33]3[NH:34][CH2:35][CH:36]([OH:39])[CH2:37][N:38]=3)[CH:29]=[C:28]([OH:40])[CH:27]=2)[CH2:15][C:16]([O:18]CC)=[O:17])[CH:5]=[C:6]([C:8]2([C:12]#[N:13])[CH2:11][CH2:10][CH2:9]2)[CH:7]=1.O.[OH-].[Li+].ClCCl. (7) Given the product [C:22]1([B:15]([C:16]2[CH:17]=[CH:18][CH:19]=[CH:20][CH:21]=2)[O:14][C:29]2[CH:34]=[CH:33][CH:32]=[CH:31][C:30]=2[C:35]2[O:36][C:37]3[CH:43]=[CH:42][CH:41]=[CH:40][C:38]=3[N:39]=2)[CH:23]=[CH:24][CH:25]=[CH:26][CH:27]=1, predict the reactants needed to synthesize it. The reactants are: C1(B([O:14][B:15]([C:22]2[CH:27]=[CH:26][CH:25]=[CH:24][CH:23]=2)[C:16]2[CH:21]=[CH:20][CH:19]=[CH:18][CH:17]=2)C2C=CC=CC=2)C=CC=CC=1.O[C:29]1[CH:34]=[CH:33][CH:32]=[CH:31][C:30]=1[C:35]1[O:36][C:37]2[CH:43]=[CH:42][CH:41]=[CH:40][C:38]=2[N:39]=1.